Binary Classification. Given a T-cell receptor sequence (or CDR3 region) and an epitope sequence, predict whether binding occurs between them. From a dataset of TCR-epitope binding with 47,182 pairs between 192 epitopes and 23,139 TCRs. The epitope is KAYNVTQAF. The TCR CDR3 sequence is CASSQDGGAFVGNTIYF. Result: 1 (the TCR binds to the epitope).